This data is from Peptide-MHC class I binding affinity with 185,985 pairs from IEDB/IMGT. The task is: Regression. Given a peptide amino acid sequence and an MHC pseudo amino acid sequence, predict their binding affinity value. This is MHC class I binding data. (1) The peptide sequence is YPVARQRPGL. The MHC is Patr-A0301 with pseudo-sequence Patr-A0301. The binding affinity (normalized) is 0.412. (2) The peptide sequence is ARLMAEALK. The MHC is HLA-B27:05 with pseudo-sequence HLA-B27:05. The binding affinity (normalized) is 0.516. (3) The peptide sequence is MADQAMTQMY. The MHC is HLA-A30:02 with pseudo-sequence HLA-A30:02. The binding affinity (normalized) is 0.553.